From a dataset of Full USPTO retrosynthesis dataset with 1.9M reactions from patents (1976-2016). Predict the reactants needed to synthesize the given product. The reactants are: [C:1]([C:4]1[CH:9]=[CH:8][C:7]([O:10][CH3:11])=[CH:6][C:5]=1[NH:12][C:13]([C:15]1[CH:20]=[CH:19][CH:18]=[CH:17][N:16]=1)=O)(=[O:3])[CH3:2].CC([O-])(C)C.[K+].C1COCC1. Given the product [CH3:11][O:10][C:7]1[CH:6]=[C:5]2[C:4]([C:1]([OH:3])=[CH:2][C:13]([C:15]3[CH:20]=[CH:19][CH:18]=[CH:17][N:16]=3)=[N:12]2)=[CH:9][CH:8]=1, predict the reactants needed to synthesize it.